From a dataset of Catalyst prediction with 721,799 reactions and 888 catalyst types from USPTO. Predict which catalyst facilitates the given reaction. (1) Reactant: [Br:1][C:2]1[CH:3]=[CH:4][C:5]2[S:9][C:8]3[CH:10]=[C:11]([S:14](Cl)(=[O:16])=[O:15])[CH:12]=[CH:13][C:7]=3[C:6]=2[CH:18]=1.Cl.[NH2:20][C@@H:21]([CH:29]([CH3:31])[CH3:30])[C:22]([O:24][C:25]([CH3:28])([CH3:27])[CH3:26])=[O:23].C(N(CC)C(C)C)(C)C. Product: [Br:1][C:2]1[CH:3]=[CH:4][C:5]2[S:9][C:8]3[CH:10]=[C:11]([S:14]([NH:20][C@@H:21]([CH:29]([CH3:31])[CH3:30])[C:22]([O:24][C:25]([CH3:27])([CH3:26])[CH3:28])=[O:23])(=[O:16])=[O:15])[CH:12]=[CH:13][C:7]=3[C:6]=2[CH:18]=1. The catalyst class is: 2. (2) Reactant: [CH2:1]([C:3]1[C:11]2[C:6](=[N:7][CH:8]=[N:9][C:10]=2[C:12]2[CH:13]=[C:14]([C:18]3([CH2:21][NH2:22])[CH2:20][CH2:19]3)[CH:15]=[CH:16][CH:17]=2)[N:5](C(C2C=CC=CC=2)(C2C=CC=CC=2)C2C=CC=CC=2)[N:4]=1)[CH3:2].C([SiH](CC)CC)C.C(O)(C(F)(F)F)=O.CC#N.O. Product: [CH2:1]([C:3]1[C:11]2[C:6](=[N:7][CH:8]=[N:9][C:10]=2[C:12]2[CH:13]=[C:14]([C:18]3([CH2:21][NH2:22])[CH2:19][CH2:20]3)[CH:15]=[CH:16][CH:17]=2)[NH:5][N:4]=1)[CH3:2]. The catalyst class is: 2. (3) Reactant: [CH3:1][C:2]([CH3:9])=[CH:3][CH2:4][CH2:5][C@@H:6]([OH:8])[CH3:7]. Product: [CH3:1][CH:2]([CH3:9])[CH2:3][CH2:4][CH2:5][C@@H:6]([OH:8])[CH3:7]. The catalyst class is: 43. (4) Reactant: [Cl:1][C:2]1[CH:3]=[C:4]([CH:12]=[C:13]([Cl:15])[CH:14]=1)[CH2:5][N:6]1[CH:10]=[CH:9][N:8]=[C:7]1[NH2:11].CCN(CC)CC.[C:23](Cl)(=[O:30])[C:24]1[CH:29]=[CH:28][CH:27]=[CH:26][CH:25]=1. Product: [Cl:15][C:13]1[CH:12]=[C:4]([CH:3]=[C:2]([Cl:1])[CH:14]=1)[CH2:5][N:6]1[CH:10]=[CH:9][N:8]=[C:7]1[NH:11][C:23](=[O:30])[C:24]1[CH:29]=[CH:28][CH:27]=[CH:26][CH:25]=1. The catalyst class is: 2.